This data is from Catalyst prediction with 721,799 reactions and 888 catalyst types from USPTO. The task is: Predict which catalyst facilitates the given reaction. (1) Reactant: [Cl:1][C:2]1[CH:7]=[CH:6][C:5]([C:8]2[N:13]=[C:12]3[C:14](=[O:18])[O:15][C:16](=[O:17])[C:11]3=[N:10][C:9]=2[C:19]2[CH:24]=[CH:23][C:22]([CH3:25])=[CH:21][CH:20]=2)=[CH:4][CH:3]=1.[C:26]([OH:30])([CH3:29])([CH3:28])[CH3:27]. Product: [C:26]([O:30][C:14]([C:12]1[C:11]([C:16]([OH:17])=[O:15])=[N:10][C:9]([C:19]2[CH:24]=[CH:23][C:22]([CH3:25])=[CH:21][CH:20]=2)=[C:8]([C:5]2[CH:6]=[CH:7][C:2]([Cl:1])=[CH:3][CH:4]=2)[N:13]=1)=[O:18])([CH3:29])([CH3:28])[CH3:27]. The catalyst class is: 166. (2) Reactant: [F:1][C:2]1[CH:7]=[CH:6][C:5]([NH2:8])=[C:4]([NH2:9])[CH:3]=1.[CH2:10](OC=C(C#N)C#N)C. Product: [F:1][C:2]1[CH:7]=[CH:6][C:5]2[NH:8][CH:10]=[N:9][C:4]=2[CH:3]=1. The catalyst class is: 32.